This data is from Reaction yield outcomes from USPTO patents with 853,638 reactions. The task is: Predict the reaction yield, written as a fraction of the theoretical maximum amount of product (1.0 means a 100% yield; for example, 0.34 means a 34% yield). The yield is 0.750. The catalyst is COCCOC.O.C1C=CC([P]([Pd]([P](C2C=CC=CC=2)(C2C=CC=CC=2)C2C=CC=CC=2)([P](C2C=CC=CC=2)(C2C=CC=CC=2)C2C=CC=CC=2)[P](C2C=CC=CC=2)(C2C=CC=CC=2)C2C=CC=CC=2)(C2C=CC=CC=2)C2C=CC=CC=2)=CC=1. The product is [F:16][C:11]1[C:10]([CH3:17])=[C:9]([O:8][C:6]2[CH:5]=[CH:4][N:3]=[C:2]([C:22]3[CH:21]=[N:20][N:19]([CH3:18])[CH:23]=3)[CH:7]=2)[CH:14]=[CH:13][C:12]=1[NH2:15]. The reactants are Cl[C:2]1[CH:7]=[C:6]([O:8][C:9]2[CH:14]=[CH:13][C:12]([NH2:15])=[C:11]([F:16])[C:10]=2[CH3:17])[CH:5]=[CH:4][N:3]=1.[CH3:18][N:19]1[CH:23]=[C:22](B2OC(C)(C)C(C)(C)O2)[CH:21]=[N:20]1.C([O-])([O-])=O.[Na+].[Na+].